Dataset: Experimentally validated miRNA-target interactions with 360,000+ pairs, plus equal number of negative samples. Task: Binary Classification. Given a miRNA mature sequence and a target amino acid sequence, predict their likelihood of interaction. (1) The miRNA is hsa-miR-1249-5p with sequence AGGAGGGAGGAGAUGGGCCAAGUU. The protein sequence of the target gene is MMAQSKANGSHYALTAIGLGMLVLGVIMAMWNLVPGFSAAEKPTAQGSNKTEVGGGILKSKTFSVAYVLVGAGVMLLLLSICLSIRDKRKQRQGEDLAHVQHPTGAGPHAQEEDSQEEEEEDEEAASRYYVPSYEEVMNTNYSEARGEEQNPRLSISLPSYESLTGLDETTPTSTRADVEASPGNPPDRQNSKLAKRLKPLKVRRIKSEKLHLKDFRINLPDKNVPPPSIEPLTPPPQYDEVQEKAPDTRPPD. Result: 1 (interaction). (2) The miRNA is dme-miR-303-5p with sequence UUUAGGUUUCACAGGAAACUGGU. The protein sequence of the target gene is MHSKTAPRFLVFLLLTLLLLLAASPVASKGCVCKGKGQCLCAGTKGEKGEKGVPGSPGFPGQKGFPGPEGLPGPQGPKGSPGLPGLTGPKGIRGITGLPGFAGPPGLPGLPGHPGPRGLAGLPGCNGSKGEQGFPGFPGTPGYAGLPGPDGLKGQKGEPAQGEDRGFNGKGDPGPPGVPGFQGFPGLPGFPGPAGPPGPPGFFGLPGAMGPRGPKGHMGDSVIGQKGERGMKGLTGPPGPPGTVIFTLTQPYNKSDFKGEKGDEGERGEPGPPGPSGPPGDSYGSEKGAPGEPGPRGKPG.... Result: 0 (no interaction). (3) The miRNA is hsa-miR-381-5p with sequence AGCGAGGUUGCCCUUUGUAUAU. The protein sequence of the target gene is MKRSSVSSGGAGRLSMQELRSQDVNKQGLYTPQTKEKPTFGKLSINKPTSERKVSLFGKRTSGHGSRNSQLGIFSSSEKIKDPRPLNDKAFIQQCIRQLCEFLTENGYAHNVSMKSLQAPSVKDFLKIFTFLYGFLCPSYELPDTKFEEEVPRIFKDLGYPFALSKSSMYTVGAPHTWPHIVAALVWLIDCIKIHTAMKESSPLFDDGQPWGEETEDGIMHNKLFLDYTIKCYESFMSGADSFDEMNAELQSKLKDLFNVDAFKLESLEAKNRALNEQIARLEQEREKEPNRLESLRKLK.... Result: 0 (no interaction). (4) The miRNA is hsa-miR-18a-5p with sequence UAAGGUGCAUCUAGUGCAGAUAG. The protein sequence of the target gene is MGLTAYGNRRVQPGELPFGANLTLIHTRAQPVICSKLLLTKRVSPISFFLSKFQNSWGEDGWVQLDQLPSPNAVSSDQVHCSAGCTHRKCGWAASKSKEKVPARPHGVCDGVCTDYSQCTQPCPPDTQGNMGFSCRQKTWHKITDTCQTLNALNIFEEDSRLVQPFEDNIKISVYTGKSETITDMLLQKCPTDLSCVIRNIQQSPWIPGNIAVIVQLLHNISTAIWTGVDEAKMQSYSTIANHILNSKSISNWTFIPDRNSSYILLHSVNSFARRLFIDKHPVDISDVFIHTMGTTISGD.... Result: 1 (interaction).